This data is from Full USPTO retrosynthesis dataset with 1.9M reactions from patents (1976-2016). The task is: Predict the reactants needed to synthesize the given product. (1) Given the product [CH2:1]([O:8][C:9]1[C:10]([Cl:19])=[N:11][CH:12]=[C:13]([Br:15])[CH:14]=1)[C:2]1[CH:7]=[CH:6][CH:5]=[CH:4][CH:3]=1, predict the reactants needed to synthesize it. The reactants are: [CH2:1]([O:8][C:9]1[CH:10]=[N+:11]([O-])[CH:12]=[C:13]([Br:15])[CH:14]=1)[C:2]1[CH:7]=[CH:6][CH:5]=[CH:4][CH:3]=1.O=P(Cl)(Cl)[Cl:19]. (2) Given the product [Cl:1][C:2]1[CH:3]=[C:4]([O:9][CH:10]([CH2:14][CH3:15])[C:11]([NH:16][C:17]([CH3:30])([CH3:29])[C:18]#[C:19][CH2:20][O:21][Si:22]([C:25]([CH3:28])([CH3:27])[CH3:26])([CH3:23])[CH3:24])=[O:13])[CH:5]=[N:6][C:7]=1[Cl:8], predict the reactants needed to synthesize it. The reactants are: [Cl:1][C:2]1[CH:3]=[C:4]([O:9][CH:10]([CH2:14][CH3:15])[C:11]([OH:13])=O)[CH:5]=[N:6][C:7]=1[Cl:8].[NH2:16][C:17]([CH3:30])([CH3:29])[C:18]#[C:19][CH2:20][O:21][Si:22]([C:25]([CH3:28])([CH3:27])[CH3:26])([CH3:24])[CH3:23]. (3) Given the product [CH3:35][O:34][CH2:33][C@@H:29]1[CH2:30][CH2:31][CH2:32][N:28]1[C:26]([C:24]1[S:25][C:18]2[C:19](=[N:20][CH:21]=[CH:22][C:17]=2[O:1][C:2]2[CH:3]=[CH:4][C:5]3[C:9]([C:10]([O:12][CH3:13])=[O:11])=[C:8]([CH3:14])[S:7][C:6]=3[CH:15]=2)[CH:23]=1)=[O:27], predict the reactants needed to synthesize it. The reactants are: [OH:1][C:2]1[CH:3]=[CH:4][C:5]2[C:9]([C:10]([O:12][CH3:13])=[O:11])=[C:8]([CH3:14])[S:7][C:6]=2[CH:15]=1.Cl[C:17]1[CH:22]=[CH:21][N:20]=[C:19]2[CH:23]=[C:24]([C:26]([N:28]3[CH2:32][CH2:31][CH2:30][C@H:29]3[CH2:33][O:34][CH3:35])=[O:27])[S:25][C:18]=12.